Dataset: Forward reaction prediction with 1.9M reactions from USPTO patents (1976-2016). Task: Predict the product of the given reaction. (1) Given the reactants [C:1]([O:5][C:6](=[O:22])[CH2:7][O:8][C:9]1[CH:14]=[CH:13][C:12]([Cl:15])=[CH:11][C:10]=1[C:16]#[C:17][Si](C)(C)C)([CH3:4])([CH3:3])[CH3:2].O.O.O.[F-].C([N+](CCCC)(CCCC)CCCC)CCC.C(OCC)(=O)C, predict the reaction product. The product is: [C:1]([O:5][C:6](=[O:22])[CH2:7][O:8][C:9]1[CH:14]=[CH:13][C:12]([Cl:15])=[CH:11][C:10]=1[C:16]#[CH:17])([CH3:4])([CH3:3])[CH3:2]. (2) Given the reactants Br[C:2]1[S:3][C:4]([C:8]2[N:12]3[N:13]=[C:14]([CH3:22])[CH:15]=[C:16]([CH:17]([CH2:20][CH3:21])[CH2:18][CH3:19])[C:11]3=[N:10][C:9]=2[CH3:23])=[C:5]([CH3:7])[N:6]=1.[Li]CCCC.CCCCCC.[O:35]1[CH2:40][CH2:39][C:38](=[O:41])[CH2:37][CH2:36]1, predict the reaction product. The product is: [CH2:18]([CH:17]([C:16]1[C:11]2[N:12]([C:8]([C:4]3[S:3][C:2]([C:38]4([OH:41])[CH2:39][CH2:40][O:35][CH2:36][CH2:37]4)=[N:6][C:5]=3[CH3:7])=[C:9]([CH3:23])[N:10]=2)[N:13]=[C:14]([CH3:22])[CH:15]=1)[CH2:20][CH3:21])[CH3:19].